This data is from Forward reaction prediction with 1.9M reactions from USPTO patents (1976-2016). The task is: Predict the product of the given reaction. (1) Given the reactants [CH3:1][N:2]=[C:3]([NH2:9])[NH:4][C:5](=[N:7][CH3:8])[NH2:6].CC(C)([O-])C.[K+].[Cl-].[Zn+2:17].[Cl-], predict the reaction product. The product is: [Zn:17].[CH3:1][N:2]=[C:3]([NH2:9])[NH:4][C:5](=[N:7][CH3:8])[NH2:6]. (2) Given the reactants [CH:1]1[C:14]2[C:5](=[CH:6][C:7]3[C:12]([C:13]=2B(O)O)=[CH:11][CH:10]=[CH:9][CH:8]=3)[CH:4]=[CH:3][CH:2]=1.Br[C:19]1[CH:20]=[N:21][CH:22]=[CH:23][CH:24]=1.C(=O)([O-])[O-].[Na+].[Na+].C1(C)C=CC=CC=1, predict the reaction product. The product is: [CH:1]1[C:14]2[C:5](=[CH:6][C:7]3[C:12]([C:13]=2[C:19]2[CH:20]=[N:21][CH:22]=[CH:23][CH:24]=2)=[CH:11][CH:10]=[CH:9][CH:8]=3)[CH:4]=[CH:3][CH:2]=1. (3) Given the reactants Cl[C:2]1[C:3]2[N:4]([CH:10]=[CH:11][CH:12]=2)[N:5]=[CH:6][C:7]=1[C:8]#[N:9].Cl.[CH3:14][CH:15]1[CH2:20][CH2:19][CH2:18][CH2:17][CH:16]1[NH2:21].C(N(CC)CC)C, predict the reaction product. The product is: [CH3:14][CH:15]1[CH2:20][CH2:19][CH2:18][CH2:17][CH:16]1[NH:21][C:2]1[C:3]2[N:4]([CH:10]=[CH:11][CH:12]=2)[N:5]=[CH:6][C:7]=1[C:8]#[N:9]. (4) Given the reactants [NH2:1][C:2]1[CH:7]=[N:6][CH:5]=[CH:4][N:3]=1.[CH:8]1([N+:14]#[C-:15])[CH2:13][CH2:12][CH2:11][CH2:10][CH2:9]1.[N:16]1[CH:21]=[CH:20][CH:19]=[CH:18][C:17]=1[CH:22]=O.[C:24]([Cl:27])(=[O:26])[CH3:25], predict the reaction product. The product is: [Cl-:27].[C:24]([N+:1]1[C:22]([C:17]2[CH:18]=[CH:19][CH:20]=[CH:21][N:16]=2)=[C:15]([NH:14][CH:8]2[CH2:13][CH2:12][CH2:11][CH2:10][CH2:9]2)[N:3]2[CH:4]=[CH:5][N:6]=[CH:7][C:2]=12)(=[O:26])[CH3:25]. (5) Given the reactants Br[C:2]1[CH:11]=[C:10]2[C:5]([C:6]([CH3:16])([CH3:15])[CH2:7][C:8](=[O:14])[N:9]2[CH2:12][CH3:13])=[CH:4][C:3]=1[CH3:17].[CH3:18][O:19][C:20]1[CH:25]=[CH:24][C:23]([CH:26]=[O:27])=[CH:22][C:21]=1B(O)O.C1(C)C=CC=CC=1.C([O-])([O-])=O.[K+].[K+], predict the reaction product. The product is: [CH2:12]([N:9]1[C:10]2[C:5](=[CH:4][C:3]([CH3:17])=[C:2]([C:21]3[CH:22]=[C:23]([CH:24]=[CH:25][C:20]=3[O:19][CH3:18])[CH:26]=[O:27])[CH:11]=2)[C:6]([CH3:16])([CH3:15])[CH2:7][C:8]1=[O:14])[CH3:13]. (6) The product is: [CH2:1]([C@H:8]([C@@H:31]([O:35][Si:36]([CH:40]([CH3:42])[CH3:41])([CH:43]([CH3:45])[CH3:44])[CH:37]([CH3:38])[CH3:39])[C@@H:32]([OH:34])[CH3:33])[CH2:9][O:10][CH2:11][C@@H:12]([NH:23][C:24]([O:26][C:27]([CH3:30])([CH3:28])[CH3:29])=[O:25])[C:13]([OH:15])=[O:14])[C:2]1[CH:7]=[CH:6][CH:5]=[CH:4][CH:3]=1. Given the reactants [CH2:1]([C@H:8]([C@@H:31]([O:35][Si:36]([CH:43]([CH3:45])[CH3:44])([CH:40]([CH3:42])[CH3:41])[CH:37]([CH3:39])[CH3:38])[C@@H:32]([OH:34])[CH3:33])[CH2:9][O:10][CH2:11][C@@H:12]([NH:23][C:24]([O:26][C:27]([CH3:30])([CH3:29])[CH3:28])=[O:25])[C:13]([O:15]CC1C=CC=CC=1)=[O:14])[C:2]1[CH:7]=[CH:6][CH:5]=[CH:4][CH:3]=1, predict the reaction product. (7) The product is: [NH:8]1[CH:12]=[C:11]([C:13]2([OH:17])[CH2:16][O:15][CH2:14]2)[N:10]=[CH:9]1. Given the reactants C([N:8]1[CH:12]=[C:11]([C:13]2([OH:17])[CH2:16][O:15][CH2:14]2)[N:10]=[CH:9]1)C1C=CC=CC=1, predict the reaction product.